This data is from Forward reaction prediction with 1.9M reactions from USPTO patents (1976-2016). The task is: Predict the product of the given reaction. (1) Given the reactants [Cl:1][C:2]1[CH:3]=[C:4]([CH:8]2[C:13]([C:14]([OH:16])=O)=[C:12]([CH3:17])[NH:11][C:10](=[O:18])[NH:9]2)[CH:5]=[CH:6][CH:7]=1.[NH2:19][CH2:20][CH2:21][CH2:22][N:23]1[CH2:28][CH2:27][O:26][CH2:25][CH2:24]1.CCN=C=NCCCN(C)C.Cl, predict the reaction product. The product is: [N:23]1([CH2:22][CH2:21][CH2:20][NH:19][C:14]([C:13]2[CH:8]([C:4]3[CH:5]=[CH:6][CH:7]=[C:2]([Cl:1])[CH:3]=3)[NH:9][C:10](=[O:18])[NH:11][C:12]=2[CH3:17])=[O:16])[CH2:28][CH2:27][O:26][CH2:25][CH2:24]1. (2) Given the reactants [CH2:1]([NH:8][C:9](=[O:27])[CH:10]([NH:19][C:20](=[O:26])[O:21][C:22]([CH3:25])([CH3:24])[CH3:23])[CH2:11][O:12][C@@H]1CCCCO1)[C:2]1[CH:7]=[CH:6][CH:5]=[CH:4][CH:3]=1.C1(C)C=CC(S(O)(=O)=O)=CC=1, predict the reaction product. The product is: [CH2:1]([NH:8][C:9](=[O:27])[C@H:10]([NH:19][C:20](=[O:26])[O:21][C:22]([CH3:23])([CH3:25])[CH3:24])[CH2:11][OH:12])[C:2]1[CH:7]=[CH:6][CH:5]=[CH:4][CH:3]=1.